From a dataset of Full USPTO retrosynthesis dataset with 1.9M reactions from patents (1976-2016). Predict the reactants needed to synthesize the given product. (1) The reactants are: [C:1]([C:5]1[CH:6]=[C:7]([CH:20]=O)[C:8]([OH:19])=[C:9]([C:11]2[CH:16]=[CH:15][C:14]([Cl:17])=[C:13]([Cl:18])[CH:12]=2)[CH:10]=1)([CH3:4])([CH3:3])[CH3:2].[CH3:22][C:23]1([NH2:27])[CH2:26][CH2:25][CH2:24]1. Given the product [C:1]([C:5]1[CH:10]=[C:9]([C:11]2[CH:16]=[CH:15][C:14]([Cl:17])=[C:13]([Cl:18])[CH:12]=2)[C:8]([OH:19])=[C:7]([CH2:20][NH:27][C:23]2([CH3:22])[CH2:26][CH2:25][CH2:24]2)[CH:6]=1)([CH3:4])([CH3:3])[CH3:2], predict the reactants needed to synthesize it. (2) Given the product [CH3:5][CH:4]([O:6][C:7]1[N:12]=[CH:11][C:10]([C:13]2[O:17][N:16]=[C:15]([C:18]3[CH:19]=[C:20]4[C:24](=[CH:25][CH:26]=3)[NH:23][C:22]([CH2:27][CH2:28][C:29]([OH:31])=[O:30])=[CH:21]4)[N:14]=2)=[CH:9][C:8]=1[C:34]([F:36])([F:37])[F:35])[CH3:3], predict the reactants needed to synthesize it. The reactants are: [OH-].[Na+].[CH3:3][CH:4]([O:6][C:7]1[N:12]=[CH:11][C:10]([C:13]2[O:17][N:16]=[C:15]([C:18]3[CH:19]=[C:20]4[C:24](=[CH:25][CH:26]=3)[NH:23][C:22]([CH2:27][CH2:28][C:29]([O:31]CC)=[O:30])=[CH:21]4)[N:14]=2)=[CH:9][C:8]=1[C:34]([F:37])([F:36])[F:35])[CH3:5].Cl. (3) Given the product [F:1][C:2]1[CH:7]=[CH:6][C:5]([C:8]2[N:12]([S:13]([C:16]3[CH:21]=[CH:20][C:19]([F:22])=[CH:18][CH:17]=3)(=[O:15])=[O:14])[CH:11]=[C:10]([CH2:23][NH:29][CH3:28])[CH:9]=2)=[CH:4][CH:3]=1, predict the reactants needed to synthesize it. The reactants are: [F:1][C:2]1[CH:7]=[CH:6][C:5]([C:8]2[N:12]([S:13]([C:16]3[CH:21]=[CH:20][C:19]([F:22])=[CH:18][CH:17]=3)(=[O:15])=[O:14])[CH:11]=[C:10]([CH:23]=O)[CH:9]=2)=[CH:4][CH:3]=1.[Cl-].C[NH3+].[C:28]([BH3-])#[N:29].[Na+].